From a dataset of Full USPTO retrosynthesis dataset with 1.9M reactions from patents (1976-2016). Predict the reactants needed to synthesize the given product. Given the product [Cl:8][C:9]1[CH:14]=[CH:13][C:12]([C:22]#[N:23])=[N:11][C:10]=1[C:16]1[CH:21]=[CH:20][CH:19]=[CH:18][CH:17]=1, predict the reactants needed to synthesize it. The reactants are: S(OC)(OC)(=O)=O.[Cl:8][C:9]1[C:10]([C:16]2[CH:21]=[CH:20][CH:19]=[CH:18][CH:17]=2)=[N+:11]([O-])[CH:12]=[CH:13][CH:14]=1.[C-:22]#[N:23].[K+].